This data is from NCI-60 drug combinations with 297,098 pairs across 59 cell lines. The task is: Regression. Given two drug SMILES strings and cell line genomic features, predict the synergy score measuring deviation from expected non-interaction effect. Drug 1: CC(CN1CC(=O)NC(=O)C1)N2CC(=O)NC(=O)C2. Drug 2: CCCS(=O)(=O)NC1=C(C(=C(C=C1)F)C(=O)C2=CNC3=C2C=C(C=N3)C4=CC=C(C=C4)Cl)F. Cell line: MCF7. Synergy scores: CSS=14.7, Synergy_ZIP=-4.59, Synergy_Bliss=-0.0551, Synergy_Loewe=-2.00, Synergy_HSA=-1.20.